Dataset: Reaction yield outcomes from USPTO patents with 853,638 reactions. Task: Predict the reaction yield, written as a fraction of the theoretical maximum amount of product (1.0 means a 100% yield; for example, 0.34 means a 34% yield). (1) The reactants are C(OC(=O)[NH:7][CH2:8][CH2:9][CH2:10][N:11]([CH3:34])[CH2:12][CH2:13][CH2:14][NH:15][C:16]1[C:25]2[C:20](=[CH:21][CH:22]=[CH:23][CH:24]=2)[N:19]([CH3:26])[C:18]2=[C:27]3[C:32](=[N:33][C:17]=12)[CH:31]=[CH:30][CH:29]=[CH:28]3)(C)(C)C.FC(F)(F)C(O)=O. The product is [CH3:34][N:11]([CH2:12][CH2:13][CH2:14][NH:15][C:16]1[C:25]2[C:20](=[CH:21][CH:22]=[CH:23][CH:24]=2)[N:19]([CH3:26])[C:18]2=[C:27]3[C:32](=[N:33][C:17]=12)[CH:31]=[CH:30][CH:29]=[CH:28]3)[CH2:10][CH2:9][CH2:8][NH2:7]. The catalyst is C(Cl)Cl. The yield is 0.920. (2) The reactants are [C:1]([N:4]1[C:13]2[C:8](=[CH:9][C:10](Br)=[CH:11][CH:12]=2)[C@H:7]([NH:15][C:16](=[O:21])[O:17][CH:18]([CH3:20])[CH3:19])[CH2:6][C@@H:5]1[CH3:22])(=[O:3])[CH3:2].[CH3:23][C:24]1[CH:29]=[CH:28][CH:27]=[CH:26][C:25]=1B(O)O.C(=O)([O-])[O-].[K+].[K+]. The catalyst is C(O)C.C1(C)C=CC=CC=1.C1C=CC([P]([Pd]([P](C2C=CC=CC=2)(C2C=CC=CC=2)C2C=CC=CC=2)([P](C2C=CC=CC=2)(C2C=CC=CC=2)C2C=CC=CC=2)[P](C2C=CC=CC=2)(C2C=CC=CC=2)C2C=CC=CC=2)(C2C=CC=CC=2)C2C=CC=CC=2)=CC=1. The product is [C:1]([N:4]1[C:13]2[C:8](=[CH:9][C:10]([C:25]3[CH:26]=[CH:27][CH:28]=[CH:29][C:24]=3[CH3:23])=[CH:11][CH:12]=2)[C@H:7]([NH:15][C:16](=[O:21])[O:17][CH:18]([CH3:20])[CH3:19])[CH2:6][C@@H:5]1[CH3:22])(=[O:3])[CH3:2]. The yield is 0.930. (3) The product is [CH2:19]([C:15]1[CH:14]=[C:13]2[C:18](=[CH:17][CH:16]=1)[NH:10][CH2:11][CH2:12]2)[CH3:20]. The yield is 0.320. The catalyst is Br. The reactants are C1(S([N:10]2[C:18]3[C:13](=[CH:14][C:15]([CH2:19][CH3:20])=[CH:16][CH:17]=3)[CH2:12][CH2:11]2)(=O)=O)C=CC=CC=1.[OH-].[Na+]. (4) The reactants are CC1N=C(N2C(=O)N(CC3C=CC(C(F)(F)F)=CC=3)N=C2)SC=1C(OCC)=O.[F:29][CH:30]([F:56])[O:31][C:32]1[CH:55]=[CH:54][C:35]([CH2:36][N:37]2[C:41](=[O:42])[N:40]([C:43]3[S:44][C:45]([C:49]([O:51]CC)=[O:50])=[C:46]([CH3:48])[N:47]=3)[CH:39]=[N:38]2)=[CH:34][CH:33]=1. No catalyst specified. The product is [F:56][CH:30]([F:29])[O:31][C:32]1[CH:55]=[CH:54][C:35]([CH2:36][N:37]2[C:41](=[O:42])[N:40]([C:43]3[S:44][C:45]([C:49]([OH:51])=[O:50])=[C:46]([CH3:48])[N:47]=3)[CH:39]=[N:38]2)=[CH:34][CH:33]=1. The yield is 0.910. (5) The reactants are [CH3:1][O:2][C:3](=[O:22])[C:4]1[CH:9]=[C:8]([CH:10]([OH:13])[CH2:11][CH3:12])[C:7]([C:14]([F:17])([F:16])[F:15])=[CH:6][C:5]=1[NH:18]C(=O)C.O.[C:24]1(C)[CH:29]=CC(S(O)(=O)=O)=C[CH:25]=1. The catalyst is C(O)CC.O.CCOC(C)=O. The product is [CH3:1][O:2][C:3](=[O:22])[C:4]1[CH:9]=[C:8]([CH:10]([O:13][CH2:25][CH2:24][CH3:29])[CH2:11][CH3:12])[C:7]([C:14]([F:15])([F:16])[F:17])=[CH:6][C:5]=1[NH2:18]. The yield is 0.440. (6) The product is [Cl:1][C:2]1[N:10]=[CH:9][N:8]=[C:7]2[C:3]=1[N:4]=[C:5]([C:22]#[C:21][C:19]([CH3:20])([OH:23])[CH3:18])[N:6]2[CH:11]1[CH2:16][CH2:15][CH2:14][CH2:13][O:12]1. The yield is 0.430. The reactants are [Cl:1][C:2]1[N:10]=[CH:9][N:8]=[C:7]2[C:3]=1[N:4]=[C:5](I)[N:6]2[CH:11]1[CH2:16][CH2:15][CH2:14][CH2:13][O:12]1.[CH3:18][C:19]([OH:23])([C:21]#[CH:22])[CH3:20].C(N(CC)CC)C.[Cl-].[NH4+]. The catalyst is CN(C=O)C.Cl[Pd](Cl)([P](C1C=CC=CC=1)(C1C=CC=CC=1)C1C=CC=CC=1)[P](C1C=CC=CC=1)(C1C=CC=CC=1)C1C=CC=CC=1.